From a dataset of Full USPTO retrosynthesis dataset with 1.9M reactions from patents (1976-2016). Predict the reactants needed to synthesize the given product. (1) Given the product [CH2:12]=[CH:7][C:1]1[CH:6]=[CH:5][CH:4]=[CH:3][CH:2]=1.[CH3:7][C:1]1[CH:6]=[CH:5][C:4]([CH:12]=[CH2:13])=[CH:3][CH:2]=1, predict the reactants needed to synthesize it. The reactants are: [C:1]1([CH3:7])[CH:6]=[CH:5][CH:4]=[CH:3][CH:2]=1.Cl(O)(=O)=O.[CH2:12](O)[CH3:13]. (2) Given the product [OH:4][C:5]1[CH:6]=[CH:7][C:8]([N:16]2[C:20]([CH3:21])=[N:19][N:18]=[N:17]2)=[C:9]([CH:15]=1)[C:10]([O:12][CH2:13][CH3:14])=[O:11], predict the reactants needed to synthesize it. The reactants are: C([O:4][C:5]1[CH:6]=[CH:7][C:8]([N:16]2[C:20]([CH3:21])=[N:19][N:18]=[N:17]2)=[C:9]([CH:15]=1)[C:10]([O:12][CH2:13][CH3:14])=[O:11])(=O)C.[O-]CC.[K+].O.[Cl-].[NH4+]. (3) Given the product [C:26]([N:5]1[C:4]2[C:3](=[O:30])[CH2:2][C:10]3([CH2:11][CH2:12][N:13]([C:16]([O:18][CH2:19][C:20]4[CH:21]=[CH:22][CH:23]=[CH:24][CH:25]=4)=[O:17])[CH2:14][CH2:15]3)[CH2:9][C:8]=2[CH:7]=[N:6]1)([CH3:29])([CH3:27])[CH3:28], predict the reactants needed to synthesize it. The reactants are: Br[CH:2]1[C:10]2([CH2:15][CH2:14][N:13]([C:16]([O:18][CH2:19][C:20]3[CH:25]=[CH:24][CH:23]=[CH:22][CH:21]=3)=[O:17])[CH2:12][CH2:11]2)[CH2:9][C:8]2[CH:7]=[N:6][N:5]([C:26]([CH3:29])([CH3:28])[CH3:27])[C:4]=2[C:3]1=[O:30].[Cl-].[NH4+]. (4) Given the product [NH2:16][CH:13]1[CH2:14][CH2:15][N:11]([C:4]2[C:5]3[CH2:10][CH2:9][CH2:8][C:6]=3[N:7]=[C:2]([NH2:1])[N:3]=2)[CH2:12]1, predict the reactants needed to synthesize it. The reactants are: [NH2:1][C:2]1[N:3]=[C:4]([N:11]2[CH2:15][CH2:14][CH:13]([NH:16]C(=O)OC(C)(C)C)[CH2:12]2)[C:5]2[CH2:10][CH2:9][CH2:8][C:6]=2[N:7]=1.C(O)(C(F)(F)F)=O. (5) Given the product [OH:18][C:19]1[CH:24]=[CH:23][C:22]([S:25][CH2:2][CH2:3][N:4]([N:13]2[CH:17]=[N:16][N:15]=[CH:14]2)[C:5]2[CH:12]=[CH:11][C:8]([C:9]#[N:10])=[CH:7][CH:6]=2)=[CH:21][CH:20]=1, predict the reactants needed to synthesize it. The reactants are: Br[CH2:2][CH2:3][N:4]([N:13]1[CH:17]=[N:16][N:15]=[CH:14]1)[C:5]1[CH:12]=[CH:11][C:8]([C:9]#[N:10])=[CH:7][CH:6]=1.[OH:18][C:19]1[CH:24]=[CH:23][C:22]([SH:25])=[CH:21][CH:20]=1.C(=O)([O-])[O-].[K+].[K+].C(OCC)(=O)C. (6) Given the product [C:1]([O:5][C:6]([N:8]([C:13]1[CH:21]=[CH:20][C:16]([C:17]([O:19][CH2:28][C:29]([O:31][CH2:32][C:33]2[CH:38]=[CH:37][CH:36]=[CH:35][CH:34]=2)=[O:30])=[O:18])=[CH:15][C:14]=1[O:22][CH2:23][CH:24]1[CH2:25][CH2:26]1)[S:9]([CH3:12])(=[O:11])=[O:10])=[O:7])([CH3:4])([CH3:2])[CH3:3], predict the reactants needed to synthesize it. The reactants are: [C:1]([O:5][C:6]([N:8]([C:13]1[CH:21]=[CH:20][C:16]([C:17]([OH:19])=[O:18])=[CH:15][C:14]=1[O:22][CH2:23][CH:24]1[CH2:26][CH2:25]1)[S:9]([CH3:12])(=[O:11])=[O:10])=[O:7])([CH3:4])([CH3:3])[CH3:2].O[CH2:28][C:29]([O:31][CH2:32][C:33]1[CH:38]=[CH:37][CH:36]=[CH:35][CH:34]=1)=[O:30].C(Cl)CCl. (7) Given the product [C:21]([C:18]1[N:19]=[CH:20][C:15]([NH:14][C:11]2[CH:10]=[C:9]([NH:23][CH2:24][CH:25]3[CH2:30][CH2:29][N:28]([C:31]([O:33][C:34]([CH3:36])([CH3:37])[CH3:35])=[O:32])[CH2:27][CH2:26]3)[C:8]([C:6]3[O:5][N:4]=[C:2]([CH3:3])[N:1]=3)=[CH:13][N:12]=2)=[N:16][CH:17]=1)#[N:22], predict the reactants needed to synthesize it. The reactants are: [NH2:1]/[C:2](=[N:4]/[O:5][C:6]([C:8]1[C:9]([NH:23][CH2:24][CH:25]2[CH2:30][CH2:29][N:28]([C:31]([O:33][C:34]([CH3:37])([CH3:36])[CH3:35])=[O:32])[CH2:27][CH2:26]2)=[CH:10][C:11]([NH:14][C:15]2[CH:20]=[N:19][C:18]([C:21]#[N:22])=[CH:17][N:16]=2)=[N:12][CH:13]=1)=O)/[CH3:3].